This data is from Full USPTO retrosynthesis dataset with 1.9M reactions from patents (1976-2016). The task is: Predict the reactants needed to synthesize the given product. (1) Given the product [CH3:49][N:48]([CH3:50])[CH:45]1[CH2:44][CH2:43][N:42]([C:10]2[C:11]3[C:12](=[N:13][CH:14]=[CH:15][C:16]=3[O:17][C:18]3[CH:23]=[CH:22][C:21]([NH:24][C:25]([C:27]4[C:28](=[O:40])[N:29]([C:33]5[CH:34]=[CH:35][C:36]([F:39])=[CH:37][CH:38]=5)[N:30]=[CH:31][CH:32]=4)=[O:26])=[CH:20][C:19]=3[F:41])[NH:8][N:9]=2)[CH2:47][CH2:46]1, predict the reactants needed to synthesize it. The reactants are: COC1C=CC(C[N:8]2[C:12]3=[N:13][CH:14]=[CH:15][C:16]([O:17][C:18]4[CH:23]=[CH:22][C:21]([NH:24][C:25]([C:27]5[C:28](=[O:40])[N:29]([C:33]6[CH:38]=[CH:37][C:36]([F:39])=[CH:35][CH:34]=6)[N:30]=[CH:31][CH:32]=5)=[O:26])=[CH:20][C:19]=4[F:41])=[C:11]3[C:10]([N:42]3[CH2:47][CH2:46][CH:45]([N:48]([CH3:50])[CH3:49])[CH2:44][CH2:43]3)=[N:9]2)=CC=1.C(O)(C(F)(F)F)=O. (2) Given the product [CH:24]1([C:4]2[N:5]3[C:10]4[CH:11]=[CH:12][NH:13][C:9]=4[N:8]=[CH:7][C:6]3=[C:2]([C:37]3[CH:38]=[CH:39][C:34]([S:31]([CH3:30])(=[O:33])=[O:32])=[CH:35][CH:36]=3)[N:3]=2)[CH2:29][CH2:28][CH2:27][CH2:26][CH2:25]1, predict the reactants needed to synthesize it. The reactants are: Br[C:2]1[N:3]=[C:4]([CH:24]2[CH2:29][CH2:28][CH2:27][CH2:26][CH2:25]2)[N:5]2[C:10]3[CH:11]=[CH:12][N:13](S(C4C=CC(C)=CC=4)(=O)=O)[C:9]=3[N:8]=[CH:7][C:6]=12.[CH3:30][S:31]([C:34]1[CH:39]=[CH:38][C:37](B(O)O)=[CH:36][CH:35]=1)(=[O:33])=[O:32].C(=O)([O-])[O-].[Cs+].[Cs+].[OH-].[Na+].[NH4+].[Cl-]. (3) Given the product [Br:27][CH2:28][CH2:29][CH2:30][O:22][C:5]1[C:6]([O:10][CH2:11][CH2:12][CH:13]([C:15]2[CH:20]=[CH:19][C:18]([F:21])=[CH:17][CH:16]=2)[CH3:14])=[C:7]([O:8][CH3:9])[C:2]([Cl:1])=[C:3]([CH3:26])[C:4]=1[C:23](=[O:25])[CH3:24], predict the reactants needed to synthesize it. The reactants are: [Cl:1][C:2]1[C:3]([CH3:26])=[C:4]([C:23](=[O:25])[CH3:24])[C:5]([OH:22])=[C:6]([O:10][CH2:11][CH2:12][CH:13]([C:15]2[CH:20]=[CH:19][C:18]([F:21])=[CH:17][CH:16]=2)[CH3:14])[C:7]=1[O:8][CH3:9].[Br:27][CH2:28][CH2:29][CH2:30]Br. (4) The reactants are: [NH2:1][C:2]1[CH:7]=[CH:6][N:5]=[C:4]([C:8](=[O:10])[CH3:9])[CH:3]=1.N1C=CC=CC=1.Cl[C:18]([O:20][C:21]1[CH:26]=[CH:25][CH:24]=[CH:23][CH:22]=1)=[O:19]. Given the product [C:8]([C:4]1[CH:3]=[C:2]([NH:1][C:18](=[O:19])[O:20][C:21]2[CH:26]=[CH:25][CH:24]=[CH:23][CH:22]=2)[CH:7]=[CH:6][N:5]=1)(=[O:10])[CH3:9], predict the reactants needed to synthesize it.